From a dataset of Full USPTO retrosynthesis dataset with 1.9M reactions from patents (1976-2016). Predict the reactants needed to synthesize the given product. Given the product [CH:12]1([CH2:11][CH2:10][CH2:9][C@@H:8]([C:18]2[O:22][N:21]=[C:20]([C:23]([N:38]3[CH2:39][CH2:40][CH:35]([C:32]4[CH:31]=[CH:30][N:29]=[CH:34][CH:33]=4)[CH2:36][CH2:37]3)=[O:24])[N:19]=2)[CH2:7][C:6]([O:5][C:1]([CH3:2])([CH3:3])[CH3:4])=[O:28])[CH2:13][CH2:14][CH2:15][CH2:16][CH2:17]1, predict the reactants needed to synthesize it. The reactants are: [C:1]([O:5][C:6](=[O:28])[CH2:7][C@H:8]([C:18]1[O:22][N:21]=[C:20]([C:23](OCC)=[O:24])[N:19]=1)[CH2:9][CH2:10][CH2:11][CH:12]1[CH2:17][CH2:16][CH2:15][CH2:14][CH2:13]1)([CH3:4])([CH3:3])[CH3:2].[N:29]1[CH:34]=[CH:33][C:32]([CH:35]2[CH2:40][CH2:39][NH:38][CH2:37][CH2:36]2)=[CH:31][CH:30]=1.